Dataset: Forward reaction prediction with 1.9M reactions from USPTO patents (1976-2016). Task: Predict the product of the given reaction. (1) Given the reactants [C:1]([C:5]1[CH:6]=[C:7]([CH:9]=[CH:10][CH:11]=1)[NH2:8])([CH3:4])([CH3:3])[CH3:2].C([O:14][CH:15]=[C:16]([C:22](OCC)=O)[C:17]([O:19][CH2:20][CH3:21])=[O:18])C, predict the reaction product. The product is: [C:1]([C:5]1[CH:6]=[C:7]2[C:9]([C:15](=[O:14])[C:16]([C:17]([O:19][CH2:20][CH3:21])=[O:18])=[CH:22][NH:8]2)=[CH:10][CH:11]=1)([CH3:4])([CH3:2])[CH3:3]. (2) Given the reactants [CH3:1][O:2][C:3]1[S:7][C:6]2=[N:8][C:9]([C:11]3[O:12][C:13]4[CH:19]=[C:18]([O:20][CH3:21])[CH:17]=[C:16]([O:22][CH2:23][C:24]#[CH:25])[C:14]=4[CH:15]=3)=[CH:10][N:5]2[N:4]=1.[N:26]([C:29]1[CH:34]=[CH:33][CH:32]=[CH:31][CH:30]=1)=[N+:27]=[N-:28].CN(C=O)C, predict the reaction product. The product is: [CH3:1][O:2][C:3]1[S:7][C:6]2=[N:8][C:9]([C:11]3[O:12][C:13]4[CH:19]=[C:18]([O:20][CH3:21])[CH:17]=[C:16]([O:22][CH2:23][C:24]5[N:26]([C:29]6[CH:34]=[CH:33][CH:32]=[CH:31][CH:30]=6)[N:27]=[N:28][CH:25]=5)[C:14]=4[CH:15]=3)=[CH:10][N:5]2[N:4]=1.